Predict which catalyst facilitates the given reaction. From a dataset of Catalyst prediction with 721,799 reactions and 888 catalyst types from USPTO. (1) Reactant: [N+:1]([C:4]1[CH:5]=[C:6]([CH2:10][C:11]#[N:12])[CH:7]=[CH:8][CH:9]=1)([O-:3])=[O:2].CSC.B.Cl. Product: [N+:1]([C:4]1[CH:5]=[C:6]([CH2:10][CH2:11][NH2:12])[CH:7]=[CH:8][CH:9]=1)([O-:3])=[O:2]. The catalyst class is: 219. (2) The catalyst class is: 71. Reactant: Br[C:2]1[CH:7]=[C:6]([O:8][CH3:9])[C:5]([O:10][CH3:11])=[CH:4][C:3]=1[CH2:12][C:13]([N:15]1[CH2:19][CH2:18][C:17]([C:20]2[CH:25]=[CH:24][C:23]([NH:26][C:27]([NH:29][CH3:30])=[O:28])=[CH:22][CH:21]=2)=[N:16]1)=[O:14].[O-]P([O-])([O-])=O.[K+].[K+].[K+].[C:39]1(B(O)O)[CH:44]=[CH:43][CH:42]=[CH:41][CH:40]=1. Product: [CH3:11][O:10][C:5]1[C:6]([O:8][CH3:9])=[CH:7][C:2]([C:39]2[CH:44]=[CH:43][CH:42]=[CH:41][CH:40]=2)=[C:3]([CH2:12][C:13]([N:15]2[CH2:19][CH2:18][C:17]([C:20]3[CH:21]=[CH:22][C:23]([NH:26][C:27]([NH:29][CH3:30])=[O:28])=[CH:24][CH:25]=3)=[N:16]2)=[O:14])[CH:4]=1. (3) Reactant: [CH2:1]([C:8]1[CH:13]=[CH:12][N+:11]([O-])=[CH:10][CH:9]=1)[C:2]1[CH:7]=[CH:6][CH:5]=[CH:4][CH:3]=1.C[CH2:16][N:17](CC)CC.C[Si](C#N)(C)C. Product: [CH2:1]([C:8]1[CH:13]=[CH:12][N:11]=[C:10]([C:16]#[N:17])[CH:9]=1)[C:2]1[CH:7]=[CH:6][CH:5]=[CH:4][CH:3]=1. The catalyst class is: 291. (4) Reactant: C([S:4][CH2:5][CH:6]([NH:8][S:9]([C:12]1[C:17]([CH3:18])=[CH:16][C:15]([CH3:19])=[CH:14][C:13]=1[CH3:20])(=[O:11])=[O:10])[CH3:7])(=O)C. The catalyst class is: 5. Product: [CH3:20][C:13]1[CH:14]=[C:15]([CH3:19])[CH:16]=[C:17]([CH3:18])[C:12]=1[S:9]([NH:8][CH:6]([CH3:7])[CH2:5][SH:4])(=[O:10])=[O:11].